This data is from Full USPTO retrosynthesis dataset with 1.9M reactions from patents (1976-2016). The task is: Predict the reactants needed to synthesize the given product. The reactants are: [Cl:1][C:2]1[CH:10]=[CH:9][C:8]([N:11]2[CH:15]=[CH:14]C=[N:12]2)=[CH:7][C:3]=1[C:4]([NH2:6])=[O:5].[NH:16]1C=CN=N1.ClC1C=CC(F)=CC=1C(N)=O. Given the product [Cl:1][C:2]1[CH:10]=[CH:9][C:8]([N:11]2[CH:15]=[CH:14][N:16]=[N:12]2)=[CH:7][C:3]=1[C:4]([NH2:6])=[O:5], predict the reactants needed to synthesize it.